This data is from Catalyst prediction with 721,799 reactions and 888 catalyst types from USPTO. The task is: Predict which catalyst facilitates the given reaction. Reactant: [CH3:1][C:2]1([CH3:15])[O:6][C@H:5]([C@H:7]2[O:12][C:10](=[O:11])[C:9]([OH:13])=[C:8]2O)[CH2:4][O:3]1.[CH2:16]([NH2:19])[CH2:17][CH3:18]. Product: [CH3:15][C:2]1([CH3:1])[O:6][C@H:5]([C@H:7]2[O:12][C:10](=[O:11])[C:9]([OH:13])=[C:8]2[NH:19][CH2:16][CH2:17][CH3:18])[CH2:4][O:3]1. The catalyst class is: 1.